Dataset: Forward reaction prediction with 1.9M reactions from USPTO patents (1976-2016). Task: Predict the product of the given reaction. Given the reactants [F:1][C:2]1[CH:9]=[CH:8][C:5]([CH2:6]Br)=[CH:4][CH:3]=1.[CH2:10]([O:12][C:13](=[O:34])[C:14]1[CH:19]=[CH:18][N:17]=[C:16]([N:20]2[C:24]([CH3:25])=[CH:23][CH:22]=[C:21]2[C:26]2[CH:31]=[C:30]([Cl:32])[CH:29]=[CH:28][C:27]=2[OH:33])[CH:15]=1)[CH3:11].C([O-])([O-])=O.[K+].[K+], predict the reaction product. The product is: [CH2:10]([O:12][C:13](=[O:34])[C:14]1[CH:19]=[CH:18][N:17]=[C:16]([N:20]2[C:24]([CH3:25])=[CH:23][CH:22]=[C:21]2[C:26]2[CH:31]=[C:30]([Cl:32])[CH:29]=[CH:28][C:27]=2[O:33][CH2:6][C:5]2[CH:8]=[CH:9][C:2]([F:1])=[CH:3][CH:4]=2)[CH:15]=1)[CH3:11].